Dataset: Full USPTO retrosynthesis dataset with 1.9M reactions from patents (1976-2016). Task: Predict the reactants needed to synthesize the given product. (1) Given the product [NH3:1].[CH2:44]([Cl:46])[Cl:45].[CH2:19]([N:26]([CH3:27])[CH2:15][C:14]1[CH:17]=[CH:18][C:11]([O:10][CH2:9][CH2:8][CH2:7][N:1]2[CH2:6][CH2:5][CH2:4][CH2:3][CH2:2]2)=[CH:12][CH:13]=1)[C:20]1[CH:25]=[CH:24][CH:23]=[CH:22][CH:21]=1, predict the reactants needed to synthesize it. The reactants are: [N:1]1([CH2:7][CH2:8][CH2:9][O:10][C:11]2[CH:18]=[CH:17][C:14]([CH:15]=O)=[CH:13][CH:12]=2)[CH2:6][CH2:5][CH2:4][CH2:3][CH2:2]1.[CH2:19]([NH:26][CH3:27])[C:20]1[CH:25]=[CH:24][CH:23]=[CH:22][CH:21]=1.C(O[BH-](OC(=O)C)OC(=O)C)(=O)C.[Na+].[OH-].[Na+].[CH2:44]([Cl:46])[Cl:45]. (2) The reactants are: [C:1]([O:5][C:6]([N:8]1[CH2:20][C@@H:19]([CH3:21])[N:18]2[C@H:10]([CH2:11][C:12]3[C:17]2=[N:16][C:15]([CH3:22])=[C:14]([OH:23])[CH:13]=3)[CH2:9]1)=[O:7])([CH3:4])([CH3:3])[CH3:2].[H-].[Na+].[CH3:26]I. Given the product [C:1]([O:5][C:6]([N:8]1[CH2:20][C@@H:19]([CH3:21])[N:18]2[C@H:10]([CH2:11][C:12]3[C:17]2=[N:16][C:15]([CH3:22])=[C:14]([O:23][CH3:26])[CH:13]=3)[CH2:9]1)=[O:7])([CH3:3])([CH3:4])[CH3:2], predict the reactants needed to synthesize it. (3) Given the product [ClH:23].[CH3:1][O:2][C:3]1[CH:4]=[C:5]([CH:8]=[C:9]([O:21][CH3:22])[C:10]=1[O:11][CH2:12][CH2:13][CH2:14][C:15]1[CH:20]=[CH:19][CH:18]=[CH:17][CH:16]=1)[CH2:6][C:29]1[C:38]2[C:33](=[C:34]([OH:42])[C:35]([O:39][CH2:40][CH3:41])=[CH:36][CH:37]=2)[CH:32]=[N:31][CH:30]=1, predict the reactants needed to synthesize it. The reactants are: [CH3:1][O:2][C:3]1[CH:4]=[C:5]([CH:8]=[C:9]([O:21][CH3:22])[C:10]=1[O:11][CH2:12][CH2:13][CH2:14][C:15]1[CH:20]=[CH:19][CH:18]=[CH:17][CH:16]=1)[CH:6]=O.[ClH:23].CO.C(O[CH:29](OCC)[CH2:30][NH:31][CH2:32][C:33]1[CH:38]=[CH:37][CH:36]=[C:35]([O:39][CH2:40][CH3:41])[C:34]=1[OH:42])C. (4) The reactants are: [CH3:1][S:2]([C:5]1[CH:10]=[CH:9][C:8]([C:11](=O)[CH2:12][CH:13]([CH3:17])[C:14](=O)[CH3:15])=[CH:7][CH:6]=1)(=[O:4])=[O:3].[Br:19][C:20]1[CH:26]=[CH:25][C:23]([NH2:24])=[CH:22][CH:21]=1.C1(C)C=CC(S(O)(=O)=O)=CC=1. Given the product [Br:19][C:20]1[CH:26]=[CH:25][C:23]([N:24]2[C:11]([C:8]3[CH:9]=[CH:10][C:5]([S:2]([CH3:1])(=[O:4])=[O:3])=[CH:6][CH:7]=3)=[CH:12][C:13]([CH3:17])=[C:14]2[CH3:15])=[CH:22][CH:21]=1, predict the reactants needed to synthesize it. (5) Given the product [CH3:23][S:24]([O:3][CH:2]([C:4]1[CH:9]=[CH:8][CH:7]=[C:6]([N+:10]([O-:12])=[O:11])[CH:5]=1)[CH3:1])(=[O:26])=[O:25], predict the reactants needed to synthesize it. The reactants are: [CH3:1][C:2]([C:4]1[CH:9]=[CH:8][CH:7]=[C:6]([N+:10]([O-:12])=[O:11])[CH:5]=1)=[O:3].[BH4-].[Na+].Cl.C(N(CC)CC)C.[CH3:23][S:24](Cl)(=[O:26])=[O:25].